From a dataset of Forward reaction prediction with 1.9M reactions from USPTO patents (1976-2016). Predict the product of the given reaction. Given the reactants [Cl:1][C:2]1[CH:3]=[C:4]([C:9]([C:12]2[N:16]([C:17]3[CH:22]=[CH:21][C:20]([F:23])=[CH:19][CH:18]=3)[C:15]([CH2:24][O:25][CH:26]3[CH2:31][CH2:30][N:29](C(OC(C)(C)C)=O)[CH2:28][CH2:27]3)=[N:14][CH:13]=2)([CH3:11])[CH3:10])[CH:5]=[CH:6][C:7]=1[Cl:8].C(O)(C(F)(F)F)=O, predict the reaction product. The product is: [Cl:1][C:2]1[CH:3]=[C:4]([C:9]([C:12]2[N:16]([C:17]3[CH:18]=[CH:19][C:20]([F:23])=[CH:21][CH:22]=3)[C:15]([CH2:24][O:25][CH:26]3[CH2:27][CH2:28][NH:29][CH2:30][CH2:31]3)=[N:14][CH:13]=2)([CH3:11])[CH3:10])[CH:5]=[CH:6][C:7]=1[Cl:8].